The task is: Binary Classification. Given a drug SMILES string, predict its activity (active/inactive) in a high-throughput screening assay against a specified biological target.. This data is from HIV replication inhibition screening data with 41,000+ compounds from the AIDS Antiviral Screen. (1) The molecule is CC1(C)SCCCCCCCSC(C)(C)SCCCCCCCS1. The result is 0 (inactive). (2) The drug is CCCCCCCCCC1C(C)c2c([nH]c3ccccc23)C2C(=O)N(c3ccccc3)C(=O)C21. The result is 0 (inactive). (3) The compound is N#CC1(c2ccccc2)CCNCC1. The result is 0 (inactive). (4) The compound is CN1C(=O)CC2CCCN2C1=O. The result is 0 (inactive). (5) The molecule is CCOC(=O)c1cc(C)nc2c1c(=O)n(-c1ccccc1)c(=O)n2CCCCN1CCN(c2ccccc2)CC1. The result is 0 (inactive). (6) The result is 0 (inactive). The molecule is CC[N+](C)(C)C1=C([O-])C(F)(F)C1=O.